Dataset: Reaction yield outcomes from USPTO patents with 853,638 reactions. Task: Predict the reaction yield, written as a fraction of the theoretical maximum amount of product (1.0 means a 100% yield; for example, 0.34 means a 34% yield). (1) The reactants are [OH:1][CH:2]1[C:6]([O:7][CH3:8])=[C:5]([O:9][CH3:10])[C:4](=[O:11])[O:3]1.[CH3:12]O. The catalyst is Cl.ClCCl.O. The product is [CH3:12][O:11][CH:4]1[C:5]([O:9][CH3:10])=[C:6]([O:7][CH3:8])[C:2](=[O:1])[O:3]1. The yield is 1.00. (2) The reactants are [CH2:1]([C:3]1([CH2:19][CH3:20])[CH2:8][O:7][C:6]2([O:18][CH2:17][C:11]3([CH2:16][CH2:15][CH:14]=[CH:13][CH2:12]3)[CH2:10][O:9]2)[O:5][CH2:4]1)[CH3:2].C([O-])(O)=[O:22].[Na+].C1C=C(Cl)C=C(C(OO)=O)C=1. The catalyst is C(Cl)Cl. The product is [CH2:19]([C:3]1([CH2:1][CH3:2])[CH2:8][O:7][C:6]2([O:9][CH2:10][C:11]3([CH2:16][CH2:15][CH:14]4[O:22][CH:13]4[CH2:12]3)[CH2:17][O:18]2)[O:5][CH2:4]1)[CH3:20]. The yield is 0.900.